This data is from Full USPTO retrosynthesis dataset with 1.9M reactions from patents (1976-2016). The task is: Predict the reactants needed to synthesize the given product. Given the product [Cl:39][C:40]1[C:45]([C:46]([F:48])([F:49])[F:47])=[CH:44][CH:43]=[CH:42][C:41]=1[CH2:50][NH:51][C:14](=[O:16])[C@@H:5]1[CH2:4][CH2:3][C:2](=[O:1])[N:6]1[CH2:7][C:8]1[CH:9]=[N:10][CH:11]=[CH:12][CH:13]=1, predict the reactants needed to synthesize it. The reactants are: [O:1]=[C:2]1[N:6]([CH2:7][C:8]2[CH:9]=[N:10][CH:11]=[CH:12][CH:13]=2)[C@H:5]([C:14]([OH:16])=O)[CH2:4][CH2:3]1.Cl.CN(C)CCCN=C=NCC.ON1C2C=CC=CC=2N=N1.[Cl:39][C:40]1[C:45]([C:46]([F:49])([F:48])[F:47])=[CH:44][CH:43]=[CH:42][C:41]=1[CH2:50][NH2:51].